From a dataset of NCI-60 drug combinations with 297,098 pairs across 59 cell lines. Regression. Given two drug SMILES strings and cell line genomic features, predict the synergy score measuring deviation from expected non-interaction effect. (1) Drug 1: C1CCN(CC1)CCOC2=CC=C(C=C2)C(=O)C3=C(SC4=C3C=CC(=C4)O)C5=CC=C(C=C5)O. Drug 2: CC12CCC(CC1=CCC3C2CCC4(C3CC=C4C5=CN=CC=C5)C)O. Cell line: UACC-257. Synergy scores: CSS=4.46, Synergy_ZIP=-0.475, Synergy_Bliss=3.80, Synergy_Loewe=1.83, Synergy_HSA=1.66. (2) Drug 1: CS(=O)(=O)C1=CC(=C(C=C1)C(=O)NC2=CC(=C(C=C2)Cl)C3=CC=CC=N3)Cl. Drug 2: CC1=C(C=C(C=C1)NC(=O)C2=CC=C(C=C2)CN3CCN(CC3)C)NC4=NC=CC(=N4)C5=CN=CC=C5. Cell line: M14. Synergy scores: CSS=-4.71, Synergy_ZIP=3.40, Synergy_Bliss=1.32, Synergy_Loewe=-3.78, Synergy_HSA=-4.05. (3) Drug 2: CC(CN1CC(=O)NC(=O)C1)N2CC(=O)NC(=O)C2. Synergy scores: CSS=-0.350, Synergy_ZIP=1.40, Synergy_Bliss=1.81, Synergy_Loewe=-7.82, Synergy_HSA=-7.45. Cell line: M14. Drug 1: C1CCC(C1)C(CC#N)N2C=C(C=N2)C3=C4C=CNC4=NC=N3. (4) Drug 1: CN(C)C1=NC(=NC(=N1)N(C)C)N(C)C. Drug 2: CC1=C(C(CCC1)(C)C)C=CC(=CC=CC(=CC(=O)O)C)C. Cell line: KM12. Synergy scores: CSS=29.5, Synergy_ZIP=3.24, Synergy_Bliss=3.23, Synergy_Loewe=13.7, Synergy_HSA=13.6. (5) Drug 1: C(=O)(N)NO. Drug 2: CCC1(CC2CC(C3=C(CCN(C2)C1)C4=CC=CC=C4N3)(C5=C(C=C6C(=C5)C78CCN9C7C(C=CC9)(C(C(C8N6C)(C(=O)OC)O)OC(=O)C)CC)OC)C(=O)OC)O.OS(=O)(=O)O. Cell line: SK-OV-3. Synergy scores: CSS=1.11, Synergy_ZIP=1.78, Synergy_Bliss=5.31, Synergy_Loewe=-0.103, Synergy_HSA=0.663. (6) Drug 1: CCCCC(=O)OCC(=O)C1(CC(C2=C(C1)C(=C3C(=C2O)C(=O)C4=C(C3=O)C=CC=C4OC)O)OC5CC(C(C(O5)C)O)NC(=O)C(F)(F)F)O. Drug 2: C1C(C(OC1N2C=NC3=C2NC=NCC3O)CO)O. Cell line: COLO 205. Synergy scores: CSS=57.7, Synergy_ZIP=0.657, Synergy_Bliss=-3.34, Synergy_Loewe=-10.5, Synergy_HSA=-2.81.